Task: Predict the product of the given reaction.. Dataset: Forward reaction prediction with 1.9M reactions from USPTO patents (1976-2016) (1) Given the reactants [Cl:1][N:2]1[N:7]=[C:6](Cl)[CH:5]=[C:4]([NH:9][C:10]2[CH:11]=[C:12](S(O)(=O)=O)[C:13]([CH:16]=[CH:17][C:18]3[C:19](S(O)(=O)=O)=[CH:20][C:21]([NH:24][C:25]4[NH:30][N:29]([Cl:31])[N:28]=[C:27](Cl)[CH:26]=4)=[CH:22][CH:23]=3)=[CH:14][CH:15]=2)[NH:3]1.[NH2:41][C:42]1[C:51]([S:52]([OH:55])(=[O:54])=[O:53])=[CH:50][C:49]2[C:44](=[C:45]([S:60]([OH:63])(=[O:62])=[O:61])[CH:46]=[C:47]([S:56]([OH:59])(=[O:58])=[O:57])[CH:48]=2)[CH:43]=1, predict the reaction product. The product is: [Cl:1][N:2]1[N:7]=[C:6]([NH:41][C:42]2[C:51]([S:52]([OH:55])(=[O:54])=[O:53])=[CH:50][C:49]3[C:44](=[C:45]([S:60]([OH:63])(=[O:62])=[O:61])[CH:46]=[C:47]([S:56]([OH:59])(=[O:57])=[O:58])[CH:48]=3)[CH:43]=2)[CH:5]=[C:4]([NH:9][C:10]2[CH:15]=[CH:14][CH:13]([CH:16]=[CH:17][C:18]3[CH:23]=[CH:22][C:21]([NH:24][C:25]4[NH:30][N:29]([Cl:31])[N:28]=[C:27]([NH:41][C:42]5[C:51]([S:52]([OH:55])(=[O:54])=[O:53])=[CH:50][C:49]6[C:44](=[C:45]([S:60]([OH:63])(=[O:62])=[O:61])[CH:46]=[C:47]([S:56]([OH:59])(=[O:57])=[O:58])[CH:48]=6)[CH:43]=5)[CH:26]=4)=[CH:20][CH:19]=3)[C:12]([S:56]([OH:59])(=[O:58])=[O:57])([S:52]([OH:55])(=[O:54])=[O:53])[CH:11]=2)[NH:3]1. (2) Given the reactants [CH3:1][CH:2]([CH3:14])[CH2:3][CH2:4][NH:5][N:6]1[CH:10]=[CH:9][CH:8]=[C:7]1[C:11]([OH:13])=[O:12].[C:15](=O)([O-])[O-:16].[K+].[K+].C(Cl)(Cl)=O.C(OCC)(=O)C, predict the reaction product. The product is: [CH3:1][CH:2]([CH3:14])[CH2:3][CH2:4][N:5]1[C:15](=[O:16])[O:12][C:11](=[O:13])[C:7]2[N:6]1[CH:10]=[CH:9][CH:8]=2. (3) Given the reactants O[C@@H:2]([C:4]1[CH:11]=[CH:10][C:7]([C:8]#[N:9])=[CH:6][CH:5]=1)[CH3:3].CS(Cl)(=O)=O.S([O-])(=O)(=O)C.[CH3:22][O:23][C:24]1[CH:29]=[CH:28][C:27]([C:30]2[C:35]([CH3:36])=[C:34]([C:37]([F:40])([F:39])[F:38])[N:33]3[N:41]=[CH:42][C:43]([C:44]([N:46]4[CH2:51][CH2:50][NH:49][CH2:48][C@H:47]4[CH3:52])=[O:45])=[C:32]3[N:31]=2)=[CH:26][CH:25]=1, predict the reaction product. The product is: [CH3:22][O:23][C:24]1[CH:25]=[CH:26][C:27]([C:30]2[C:35]([CH3:36])=[C:34]([C:37]([F:39])([F:38])[F:40])[N:33]3[N:41]=[CH:42][C:43]([C:44]([N:46]4[CH2:51][CH2:50][N:49]([C@H:2]([C:4]5[CH:11]=[CH:10][C:7]([C:8]#[N:9])=[CH:6][CH:5]=5)[CH3:3])[CH2:48][C@H:47]4[CH3:52])=[O:45])=[C:32]3[N:31]=2)=[CH:28][CH:29]=1. (4) Given the reactants [Cl:1][C:2]1[CH:32]=[CH:31][C:5]([CH2:6][CH2:7][NH:8][C:9]([C:11]2[CH:30]=[CH:29][C:14]([O:15][C:16]3[CH:21]=[CH:20][C:19]([CH2:22][C:23]([O:25][CH2:26][CH3:27])=[O:24])=[CH:18][C:17]=3Br)=[CH:13][CH:12]=2)=[O:10])=[CH:4][CH:3]=1.[CH3:33][S:34]([C:37]1[CH:38]=[C:39](B(O)O)[CH:40]=[CH:41][CH:42]=1)(=[O:36])=[O:35].C([O-])([O-])=O.[K+].[K+], predict the reaction product. The product is: [Cl:1][C:2]1[CH:32]=[CH:31][C:5]([CH2:6][CH2:7][NH:8][C:9]([C:11]2[CH:30]=[CH:29][C:14]([O:15][C:16]3[C:17]([C:41]4[CH:40]=[CH:39][CH:38]=[C:37]([S:34]([CH3:33])(=[O:36])=[O:35])[CH:42]=4)=[CH:18][C:19]([CH2:22][C:23]([O:25][CH2:26][CH3:27])=[O:24])=[CH:20][CH:21]=3)=[CH:13][CH:12]=2)=[O:10])=[CH:4][CH:3]=1. (5) Given the reactants [CH2:1]([N:4]1[CH2:9][CH2:8][O:7][CH2:6][CH2:5]1)[C:2]#[CH:3].[CH3:10][CH2:11][CH2:12][CH2:13][SnH:14]([CH2:19][CH2:20][CH2:21][CH3:22])[CH2:15][CH2:16][CH2:17][CH3:18], predict the reaction product. The product is: [CH2:19]([Sn:14]([CH2:13][CH2:12][CH2:11][CH3:10])([CH2:15][CH2:16][CH2:17][CH3:18])/[CH:3]=[CH:2]/[CH2:1][N:4]1[CH2:9][CH2:8][O:7][CH2:6][CH2:5]1)[CH2:20][CH2:21][CH3:22]. (6) Given the reactants Br[C:2]1[C:10]2[C:6](=[N:7][S:8][N:9]=2)[C:5](Br)=[CH:4][CH:3]=1.C(N[CH2:15][CH3:16])C.[CH3:17][Si:18]([C:21]#[CH:22])([CH3:20])[CH3:19], predict the reaction product. The product is: [CH3:17][Si:18]([C:21]#[C:22][C:2]1[C:10]2[C:6](=[N:7][S:8][N:9]=2)[C:5]([C:16]#[C:15][Si:18]([CH3:20])([CH3:19])[CH3:17])=[CH:4][CH:3]=1)([CH3:20])[CH3:19]. (7) Given the reactants Br[C:2]1[S:6][C:5]([NH:7][C:8]([NH:10][C:11]2[C:16]([Cl:17])=[CH:15][CH:14]=[CH:13][C:12]=2[Cl:18])=[O:9])=[C:4]([C:19]([O:21][C:22]([CH3:25])([CH3:24])[CH3:23])=[O:20])[CH:3]=1.[F:26][C:27]1[CH:32]=[CH:31][C:30](B(O)O)=[C:29]([CH3:36])[CH:28]=1.C([O-])([O-])=O.[Na+].[Na+], predict the reaction product. The product is: [Cl:18][C:12]1[CH:13]=[CH:14][CH:15]=[C:16]([Cl:17])[C:11]=1[NH:10][C:8]([NH:7][C:5]1[S:6][C:2]([C:30]2[CH:31]=[CH:32][C:27]([F:26])=[CH:28][C:29]=2[CH3:36])=[CH:3][C:4]=1[C:19]([O:21][C:22]([CH3:25])([CH3:24])[CH3:23])=[O:20])=[O:9]. (8) Given the reactants [C:1]([O:5][C:6](=[O:14])[NH:7][CH:8]1[CH2:13][CH2:12][NH:11][CH2:10][CH2:9]1)([CH3:4])([CH3:3])[CH3:2].C(N(C(C)C)CC)(C)C.[CH3:24][S:25](Cl)(=[O:27])=[O:26].O, predict the reaction product. The product is: [C:1]([O:5][C:6](=[O:14])[NH:7][CH:8]1[CH2:13][CH2:12][N:11]([S:25]([CH3:24])(=[O:27])=[O:26])[CH2:10][CH2:9]1)([CH3:4])([CH3:2])[CH3:3]. (9) Given the reactants C([O:8][C:9]1[CH:10]=[C:11]([CH:15]([C:17]2[C:25]3[C:20](=[CH:21][CH:22]=[CH:23][CH:24]=3)[N:19]([CH:26]3[CH2:30][CH2:29][CH2:28][CH2:27]3)[N:18]=2)O)[CH:12]=[CH:13][CH:14]=1)C1C=CC=CC=1, predict the reaction product. The product is: [CH:26]1([N:19]2[C:20]3[C:25](=[CH:24][CH:23]=[CH:22][CH:21]=3)[C:17]([CH2:15][C:11]3[CH:10]=[C:9]([OH:8])[CH:14]=[CH:13][CH:12]=3)=[N:18]2)[CH2:30][CH2:29][CH2:28][CH2:27]1. (10) Given the reactants Cl[C:2]1[C:3]2[CH2:11][N:10]([C:12]3[CH:17]=[CH:16][C:15]([CH3:18])=[CH:14][N:13]=3)[CH2:9][CH2:8][C:4]=2[N:5]=[CH:6][N:7]=1.[NH2:19][C@@H:20]([C:24]1[CH:25]=[N:26][C:27]([CH3:30])=[CH:28][CH:29]=1)[CH2:21][CH2:22][OH:23].C(N(CC)C(C)C)(C)C, predict the reaction product. The product is: [CH3:30][C:27]1[N:26]=[CH:25][C:24]([C@H:20]([NH:19][C:2]2[C:3]3[CH2:11][N:10]([C:12]4[CH:17]=[CH:16][C:15]([CH3:18])=[CH:14][N:13]=4)[CH2:9][CH2:8][C:4]=3[N:5]=[CH:6][N:7]=2)[CH2:21][CH2:22][OH:23])=[CH:29][CH:28]=1.